The task is: Predict the reactants needed to synthesize the given product.. This data is from Full USPTO retrosynthesis dataset with 1.9M reactions from patents (1976-2016). (1) Given the product [CH:13]1([NH:20][C:21]2[S:22][C@@H:2]([CH2:6][CH:7]3[CH2:12][CH2:11][CH2:10][CH2:9][CH2:8]3)[C:3](=[O:5])[N:23]=2)[CH2:19][CH2:18][CH2:17][CH2:16][CH2:15][CH2:14]1, predict the reactants needed to synthesize it. The reactants are: N[C@H:2]([CH2:6][CH:7]1[CH2:12][CH2:11][CH2:10][CH2:9][CH2:8]1)[C:3]([OH:5])=O.[CH:13]1([NH:20][C:21]([NH2:23])=[S:22])[CH2:19][CH2:18][CH2:17][CH2:16][CH2:15][CH2:14]1. (2) Given the product [Cl:1][C:2]1[CH:3]=[CH:4][C:5]([CH2:6][S:7]([CH2:10][CH2:11][C:12]2[CH:13]=[CH:14][C:15]([C:16]([OH:18])=[O:17])=[CH:19][CH:20]=2)(=[O:9])=[O:8])=[CH:21][CH:22]=1, predict the reactants needed to synthesize it. The reactants are: [Cl:1][C:2]1[CH:22]=[CH:21][C:5]([CH2:6][S:7](/[CH:10]=[CH:11]/[C:12]2[CH:20]=[CH:19][C:15]([C:16]([OH:18])=[O:17])=[CH:14][CH:13]=2)(=[O:9])=[O:8])=[CH:4][CH:3]=1. (3) Given the product [C:26]([O:30][C:31]([N:33]1[CH2:38][CH2:37][CH:36]([CH2:39][N:11]([C@@H:12]([C:13](=[O:14])[NH2:15])[CH2:16][CH:17]([CH3:19])[CH3:18])[S:8]([C:5]2[CH:4]=[CH:3][C:2]([Cl:1])=[CH:7][CH:6]=2)(=[O:9])=[O:10])[CH2:35][CH2:34]1)=[O:32])([CH3:29])([CH3:27])[CH3:28], predict the reactants needed to synthesize it. The reactants are: [Cl:1][C:2]1[CH:7]=[CH:6][C:5]([S:8]([NH:11][C@H:12]([CH2:16][CH:17]([CH3:19])[CH3:18])[C:13]([NH2:15])=[O:14])(=[O:10])=[O:9])=[CH:4][CH:3]=1.C(=O)([O-])[O-].[Cs+].[Cs+].[C:26]([O:30][C:31]([N:33]1[CH2:38][CH2:37][CH:36]([CH2:39]OS(C2C=CC(C)=CC=2)(=O)=O)[CH2:35][CH2:34]1)=[O:32])([CH3:29])([CH3:28])[CH3:27].